From a dataset of Forward reaction prediction with 1.9M reactions from USPTO patents (1976-2016). Predict the product of the given reaction. (1) The product is: [NH2:22][C:19]1[CH:20]=[CH:21][C:16]([F:15])=[CH:17][C:18]=1[NH:23][C:4](=[O:6])[C:3]1[CH:7]=[C:8]([C:11]([F:14])([F:13])[F:12])[CH:9]=[N:10][C:2]=1[Cl:1]. Given the reactants [Cl:1][C:2]1[N:10]=[CH:9][C:8]([C:11]([F:14])([F:13])[F:12])=[CH:7][C:3]=1[C:4]([OH:6])=O.[F:15][C:16]1[CH:17]=[C:18]([NH2:23])[C:19]([NH2:22])=[CH:20][CH:21]=1.C1CCC(N=C=NC2CCCCC2)CC1, predict the reaction product. (2) The product is: [CH:24]1[C:23]2[C:17]([NH:16][CH2:15][CH2:14][O:13][C:10]3[CH:9]=[CH:8][C:7]([CH2:6][CH:5]([O:32][CH2:33][CH3:34])[C:4]([OH:35])=[O:3])=[CH:12][CH:11]=3)=[N:18][C:19]3[CH:31]=[CH:30][CH:29]=[CH:28][C:20]=3[S:21][C:22]=2[CH:27]=[CH:26][CH:25]=1. Given the reactants C([O:3][C:4](=[O:35])[CH:5]([O:32][CH2:33][CH3:34])[CH2:6][C:7]1[CH:12]=[CH:11][C:10]([O:13][CH2:14][CH2:15][NH:16][C:17]2[C:23]3[CH:24]=[CH:25][CH:26]=[CH:27][C:22]=3[S:21][C:20]3[CH:28]=[CH:29][CH:30]=[CH:31][C:19]=3[N:18]=2)=[CH:9][CH:8]=1)C.[OH-].[Na+], predict the reaction product.